Task: Predict the reaction yield, written as a fraction of the theoretical maximum amount of product (1.0 means a 100% yield; for example, 0.34 means a 34% yield).. Dataset: Reaction yield outcomes from USPTO patents with 853,638 reactions The reactants are CN([CH:4]=[O:5])C.P(Cl)(Cl)(Cl)=O.[OH:11][CH2:12][C:13]([NH:16][C:17]([C:19]1[NH:20][C:21]2[C:26]([CH:27]=1)=[CH:25][C:24]([O:28][CH3:29])=[CH:23][CH:22]=2)=[O:18])([CH3:15])[CH3:14].[OH-].[Na+]. The catalyst is C(Cl)Cl.O. The product is [CH:4]([C:27]1[C:26]2[C:21](=[CH:22][CH:23]=[C:24]([O:28][CH3:29])[CH:25]=2)[NH:20][C:19]=1[C:17]([NH:16][C:13]([CH3:15])([CH3:14])[CH2:12][OH:11])=[O:18])=[O:5]. The yield is 0.220.